Dataset: Full USPTO retrosynthesis dataset with 1.9M reactions from patents (1976-2016). Task: Predict the reactants needed to synthesize the given product. (1) Given the product [O:52]([C:49]1[O:48][C:47]([CH2:46][NH:45][C:38](=[O:40])[C:37]2[CH:41]=[CH:42][CH:43]=[N:44][C:36]=2[NH2:35])=[CH:51][CH:50]=1)[C:53]1[CH:54]=[CH:55][CH:56]=[CH:57][CH:58]=1, predict the reactants needed to synthesize it. The reactants are: CN([P+](ON1N=NC2C=CC=CC1=2)(N(C)C)N(C)C)C.F[P-](F)(F)(F)(F)F.C(N(CC)CC)C.[NH2:35][C:36]1[N:44]=[CH:43][CH:42]=[CH:41][C:37]=1[C:38]([OH:40])=O.[NH2:45][CH2:46][C:47]1[O:48][C:49]([O:52][C:53]2[CH:58]=[CH:57][CH:56]=[CH:55][CH:54]=2)=[CH:50][CH:51]=1. (2) Given the product [C:1]([O:5][C:6]([NH:8][C@@H:9]([C:14]1[CH:15]=[CH:16][CH:17]=[CH:18][CH:19]=1)[CH2:10][C:11]([O:13][C@H:23]([CH2:22][CH:21]=[CH2:20])[CH3:24])=[O:12])=[O:7])([CH3:4])([CH3:2])[CH3:3], predict the reactants needed to synthesize it. The reactants are: [C:1]([O:5][C:6]([NH:8][C@H:9]([C:14]1[CH:19]=[CH:18][CH:17]=[CH:16][CH:15]=1)[CH2:10][C:11]([OH:13])=[O:12])=[O:7])([CH3:4])([CH3:3])[CH3:2].[CH3:20][C@@H:21](O)[CH2:22][CH:23]=[CH2:24].CCN=C=NCCCN(C)C.